This data is from Full USPTO retrosynthesis dataset with 1.9M reactions from patents (1976-2016). The task is: Predict the reactants needed to synthesize the given product. (1) Given the product [CH3:19][C:4]1[CH:5]=[C:6]([NH:8][C:9]2[N:14]=[C:13]([C:15]([F:18])([F:16])[F:17])[CH:12]=[CH:11][N:10]=2)[CH:7]=[C:2]([C:25]2[S:29][CH:28]=[N:27][CH:26]=2)[N:3]=1, predict the reactants needed to synthesize it. The reactants are: Cl[C:2]1[CH:7]=[C:6]([NH:8][C:9]2[N:14]=[C:13]([C:15]([F:18])([F:17])[F:16])[CH:12]=[CH:11][N:10]=2)[CH:5]=[C:4]([CH3:19])[N:3]=1.C([Sn](CCCC)(CCCC)[C:25]1[S:29][CH:28]=[N:27][CH:26]=1)CCC.O1CCOCC1.C(=O)(O)[O-].[Na+]. (2) Given the product [C:24]([CH2:23][CH2:22][C:21]([C:13]1[CH:14]=[C:15]2[C:10]([C:9]3[C:8]([C:18]([OH:20])=[O:19])=[CH:7][CH:6]=[CH:5][C:17]=3[CH2:16]2)=[CH:11][CH:12]=1)=[O:27])([OH:26])=[O:25], predict the reactants needed to synthesize it. The reactants are: [Al+3].[Cl-].[Cl-].[Cl-].[CH:5]1[C:17]2[CH2:16][C:15]3[C:10](=[CH:11][CH:12]=[CH:13][CH:14]=3)[C:9]=2[C:8]([C:18]([OH:20])=[O:19])=[CH:7][CH:6]=1.[C:21]1(=[O:27])[O:26][C:24](=[O:25])[CH2:23][CH2:22]1.Cl. (3) Given the product [CH3:18][C:19]1([CH3:35])[C:23]([CH3:25])([CH3:24])[O:22][B:21]([C:2]2[C:3]([C:9]([F:12])([F:11])[F:10])=[N:4][C:5]([NH2:8])=[N:6][CH:7]=2)[O:20]1, predict the reactants needed to synthesize it. The reactants are: Br[C:2]1[C:3]([C:9]([F:12])([F:11])[F:10])=[N:4][C:5]([NH2:8])=[N:6][CH:7]=1.C([O-])(=O)C.[K+].[CH3:18][C:19]1([CH3:35])[C:23]([CH3:25])([CH3:24])[O:22][B:21]([B:21]2[O:22][C:23]([CH3:25])([CH3:24])[C:19]([CH3:35])([CH3:18])[O:20]2)[O:20]1.NC1N=C(C(F)(F)F)C=CN=1.B(O)O. (4) Given the product [CH:17]([Si:16]([CH:23]([CH3:25])[CH3:24])([CH:20]([CH3:22])[CH3:21])[N:8]1[C:9]2[C:14](=[CH:13][CH:12]=[CH:11][CH:10]=2)[C:15]([CH2:32][C@H:33]([NH:29][CH2:26][CH2:27][CH3:28])[CH2:34][CH2:35][CH3:36])=[CH:7]1)([CH3:19])[CH3:18], predict the reactants needed to synthesize it. The reactants are: C([Li])(CC)C.Br[C:7]1[N:8]([Si:16]([CH:23]([CH3:25])[CH3:24])([CH:20]([CH3:22])[CH3:21])[CH:17]([CH3:19])[CH3:18])[C:9]2[C:14]([CH:15]=1)=[CH:13][CH:12]=[CH:11][CH:10]=2.[CH2:26]([N:29]1[C@H:33]([CH2:34][CH2:35][CH3:36])[CH2:32]OS1(=O)=O)[CH2:27][CH3:28].Cl.